This data is from Reaction yield outcomes from USPTO patents with 853,638 reactions. The task is: Predict the reaction yield, written as a fraction of the theoretical maximum amount of product (1.0 means a 100% yield; for example, 0.34 means a 34% yield). The reactants are [CH2:1](Br)[CH:2]=[CH2:3].[F:5][C:6]1[CH:11]=[CH:10][C:9]([C:12]2[O:13][C:14]3[CH:24]=[CH:23][C:22]([OH:25])=[CH:21][C:15]=3[C:16]=2[C:17]([O:19][CH3:20])=[O:18])=[CH:8][CH:7]=1.C([O-])([O-])=O.[K+].[K+]. The catalyst is CC(C)=O. The product is [CH2:1]([O:25][C:22]1[CH:23]=[CH:24][C:14]2[O:13][C:12]([C:9]3[CH:8]=[CH:7][C:6]([F:5])=[CH:11][CH:10]=3)=[C:16]([C:17]([O:19][CH3:20])=[O:18])[C:15]=2[CH:21]=1)[CH:2]=[CH2:3]. The yield is 0.880.